Dataset: Forward reaction prediction with 1.9M reactions from USPTO patents (1976-2016). Task: Predict the product of the given reaction. (1) Given the reactants [F:1][C:2]1[CH:10]=[C:9]2[C:5]([C:6]([CH:17]3[CH2:22][CH2:21][NH:20][CH2:19][CH2:18]3)=[CH:7][N:8]2[CH2:11][C:12]2[CH:16]=[CH:15][S:14][CH:13]=2)=[CH:4][CH:3]=1.C[O:24][C:25](=[O:36])[C:26]1[CH:31]=[CH:30][CH:29]=[CH:28][C:27]=1[O:32][CH2:33][CH2:34]Cl, predict the reaction product. The product is: [F:1][C:2]1[CH:10]=[C:9]2[C:5]([C:6]([CH:17]3[CH2:22][CH2:21][N:20]([CH2:34][CH2:33][O:32][C:27]4[CH:28]=[CH:29][CH:30]=[CH:31][C:26]=4[C:25]([OH:36])=[O:24])[CH2:19][CH2:18]3)=[CH:7][N:8]2[CH2:11][C:12]2[CH:16]=[CH:15][S:14][CH:13]=2)=[CH:4][CH:3]=1. (2) The product is: [Br:7][C:8]1[CH:9]=[N:10][N:11]([CH:18]2[CH2:17][CH2:16][CH:15]([C:25]([O:27][CH3:28])=[O:26])[C:14]([CH3:29])([CH3:13])[CH2:19]2)[CH:12]=1. Given the reactants C(=O)([O-])[O-].[Cs+].[Cs+].[Br:7][C:8]1[CH:9]=[N:10][NH:11][CH:12]=1.[CH3:13][C:14]1([CH3:29])[CH2:19][CH:18](OS(C)(=O)=O)[CH2:17][CH2:16][CH:15]1[C:25]([O:27][CH3:28])=[O:26], predict the reaction product. (3) Given the reactants Cl[CH2:2][CH2:3][N:4]([CH2:8][C:9]1[CH:14]=[CH:13][CH:12]=[CH:11][CH:10]=1)[CH2:5][CH2:6]Cl.[N:15]1[CH:20]=[CH:19][CH:18]=[CH:17][C:16]=1[CH2:21][C:22]#[N:23].[OH-].[Na+].O, predict the reaction product. The product is: [CH2:8]([N:4]1[CH2:5][CH2:6][C:21]([C:22]#[N:23])([C:16]2[CH:17]=[CH:18][CH:19]=[CH:20][N:15]=2)[CH2:2][CH2:3]1)[C:9]1[CH:14]=[CH:13][CH:12]=[CH:11][CH:10]=1. (4) Given the reactants [CH3:1][C:2]1([CH2:14][OH:15])[CH2:7][O:6][CH:5]([C:8]2[CH:13]=[CH:12][CH:11]=[CH:10][CH:9]=2)[O:4][CH2:3]1.C(N(CC)CC)C.[C:23](Cl)(=[O:27])[C:24]([CH3:26])=[CH2:25], predict the reaction product. The product is: [C:23]([O:15][CH2:14][C:2]1([CH3:1])[CH2:3][O:4][CH:5]([C:8]2[CH:9]=[CH:10][CH:11]=[CH:12][CH:13]=2)[O:6][CH2:7]1)(=[O:27])[C:24]([CH3:26])=[CH2:25]. (5) Given the reactants [Br:1][C:2]1[CH:9]=[CH:8][C:7]([C:10]([F:13])([F:12])[F:11])=[CH:6][C:3]=1[CH:4]=O.[CH2:14]([NH2:16])[CH3:15].C([BH3-])#N.[Na+].C(O)(=O)C, predict the reaction product. The product is: [Br:1][C:2]1[CH:9]=[CH:8][C:7]([C:10]([F:13])([F:12])[F:11])=[CH:6][C:3]=1[CH2:4][NH:16][CH2:14][CH3:15]. (6) Given the reactants Br[C:2]1[CH:3]=[CH:4][C:5]2[NH:10][C:9](=[O:11])[O:8][C:7]([CH2:14][CH3:15])([CH2:12][CH3:13])[C:6]=2[CH:16]=1.C(N)(=O)/C=C/C.[C:23]([NH2:29])(=[O:28])/[CH:24]=[CH:25]/[CH2:26][CH3:27], predict the reaction product. The product is: [CH2:12]([C:7]1([CH2:14][CH3:15])[C:6]2[CH:16]=[C:2](/[C:25](/[CH2:26][CH3:27])=[CH:24]/[C:23]([NH2:29])=[O:28])[CH:3]=[CH:4][C:5]=2[NH:10][C:9](=[O:11])[O:8]1)[CH3:13].